From a dataset of Catalyst prediction with 721,799 reactions and 888 catalyst types from USPTO. Predict which catalyst facilitates the given reaction. (1) Reactant: [CH3:1][O:2][C:3]1[CH:8]=[CH:7][C:6]([C:9]2[N:10]=[C:11]([NH:14][C:15]([C:17]3[N:18]=[CH:19][C:20]([N:23]4[CH2:28][CH2:27][CH:26]([C:29]([O:31][CH2:32][CH3:33])=[O:30])[CH2:25][CH2:24]4)=[N:21][CH:22]=3)=[O:16])[S:12][CH:13]=2)=[CH:5][C:4]=1[C:34]([F:37])([F:36])[F:35].C=O.[C:40]([O:43][C:44](=O)C)(=[O:42])[CH3:41]. Product: [C:40]([O:43][CH2:44][C:13]1[S:12][C:11]([NH:14][C:15]([C:17]2[N:18]=[CH:19][C:20]([N:23]3[CH2:28][CH2:27][CH:26]([C:29]([O:31][CH2:32][CH3:33])=[O:30])[CH2:25][CH2:24]3)=[N:21][CH:22]=2)=[O:16])=[N:10][C:9]=1[C:6]1[CH:7]=[CH:8][C:3]([O:2][CH3:1])=[C:4]([C:34]([F:37])([F:36])[F:35])[CH:5]=1)(=[O:42])[CH3:41]. The catalyst class is: 15. (2) Reactant: [O:1]([C:19]1[CH:26]=[C:25]([O:27][CH3:28])[C:22]([CH2:23][OH:24])=[C:21]([O:29][CH3:30])[CH:20]=1)[Si:2]([C:15]([CH3:18])([CH3:17])[CH3:16])([C:9]1[CH:14]=[CH:13][CH:12]=[CH:11][CH:10]=1)[C:3]1[CH:8]=[CH:7][CH:6]=[CH:5][CH:4]=1.N1C=CN=C1.[C:36]([Si:40](Cl)([CH3:42])[CH3:41])([CH3:39])([CH3:38])[CH3:37].O. Product: [O:24]([CH2:23][C:22]1[C:21]([O:29][CH3:30])=[CH:20][C:19]([O:1][Si:2]([C:15]([CH3:18])([CH3:17])[CH3:16])([C:9]2[CH:10]=[CH:11][CH:12]=[CH:13][CH:14]=2)[C:3]2[CH:4]=[CH:5][CH:6]=[CH:7][CH:8]=2)=[CH:26][C:25]=1[O:27][CH3:28])[Si:40]([C:36]([CH3:39])([CH3:38])[CH3:37])([CH3:42])[CH3:41]. The catalyst class is: 9. (3) Reactant: [Br:1][C:2]1[CH:7]=[C:6]([CH3:8])[C:5]([N:9]2[CH2:13][CH2:12][NH:11][C:10]2=[O:14])=[C:4]([CH2:15][CH3:16])[CH:3]=1.[H-].[Na+].Br[CH2:20][C:21]([O:23][CH2:24][CH3:25])=[O:22]. Product: [Br:1][C:2]1[CH:7]=[C:6]([CH3:8])[C:5]([N:9]2[CH2:13][CH2:12][N:11]([CH2:20][C:21]([O:23][CH2:24][CH3:25])=[O:22])[C:10]2=[O:14])=[C:4]([CH2:15][CH3:16])[CH:3]=1. The catalyst class is: 3. (4) Reactant: [Si:1]([O:8][C@@H:9]1[C@H:13]([O:14][Si:15]([C:18]([CH3:21])([CH3:20])[CH3:19])([CH3:17])[CH3:16])[C@@H:12]([CH2:22][O:23][Si:24]([C:27]([CH3:30])([CH3:29])[CH3:28])([CH3:26])[CH3:25])[O:11][C@H:10]1[N:31]1[C:40]2[N:39]=[CH:38][N:37]=[C:35]([NH2:36])[C:34]=2[N:33]=[C:32]1[NH:41][CH2:42][C:43]1[CH:48]=[CH:47][C:46]([C:49]2[CH:54]=[CH:53][CH:52]=[CH:51][CH:50]=2)=[C:45]([OH:55])[CH:44]=1)([C:4]([CH3:7])([CH3:6])[CH3:5])([CH3:3])[CH3:2].C(=O)([O-])[O-].[K+].[K+].Br[CH2:63][CH2:64][CH2:65][Cl:66]. Product: [Si:1]([O:8][C@@H:9]1[C@H:13]([O:14][Si:15]([C:18]([CH3:19])([CH3:20])[CH3:21])([CH3:16])[CH3:17])[C@@H:12]([CH2:22][O:23][Si:24]([C:27]([CH3:28])([CH3:29])[CH3:30])([CH3:25])[CH3:26])[O:11][C@H:10]1[N:31]1[C:40]2[N:39]=[CH:38][N:37]=[C:35]([NH2:36])[C:34]=2[N:33]=[C:32]1[NH:41][CH2:42][C:43]1[CH:48]=[CH:47][C:46]([C:49]2[CH:50]=[CH:51][CH:52]=[CH:53][CH:54]=2)=[C:45]([O:55][CH2:63][CH2:64][CH2:65][Cl:66])[CH:44]=1)([C:4]([CH3:6])([CH3:7])[CH3:5])([CH3:3])[CH3:2]. The catalyst class is: 9.